Dataset: Forward reaction prediction with 1.9M reactions from USPTO patents (1976-2016). Task: Predict the product of the given reaction. (1) Given the reactants CN1CCCC1.C=C(OC(=O)[N:12]([C:14]1[CH:23]=[C:22]2[C:17]([CH:18]=[C:19]([C:25]3[CH:30]=[C:29]([NH:31][C:32](OC(C)=C)=[O:33])[C:28]([F:38])=[CH:27][C:26]=3[CH3:39])[C:20]([CH3:24])=[N:21]2)=[CH:16][N:15]=1)[CH3:13])C.[CH2:41]([NH2:49])[CH2:42][C:43]1[CH:48]=[CH:47][CH:46]=[CH:45][CH:44]=1, predict the reaction product. The product is: [F:38][C:28]1[CH:27]=[C:26]([CH3:39])[C:25]([C:19]2[C:20]([CH3:24])=[N:21][C:22]3[C:17]([CH:18]=2)=[CH:16][N:15]=[C:14]([NH:12][CH3:13])[CH:23]=3)=[CH:30][C:29]=1[NH:31][C:32]([NH:49][CH2:41][CH2:42][C:43]1[CH:48]=[CH:47][CH:46]=[CH:45][CH:44]=1)=[O:33]. (2) Given the reactants C([O:4][C@H:5]1[C@@H:10]([O:11]C(=O)C)[C@H:9]([O:15]C(=O)C)[C@@H:8]([CH2:19][O:20]C(=O)C)[O:7][C@@H:6]1[O:24][C:25]1[CH:30]=[CH:29][C:28]([C:31]2[CH:36]=[CH:35][C:34]([C:37]([O:39]C)=[O:38])=[CH:33][CH:32]=2)=[CH:27][CH:26]=1)(=O)C.C[O-].[Na+].O.[Li+].[OH-], predict the reaction product. The product is: [C@H:6]1([O:24][C:25]2[CH:26]=[CH:27][C:28]([C:31]3[CH:36]=[CH:35][C:34]([C:37]([OH:39])=[O:38])=[CH:33][CH:32]=3)=[CH:29][CH:30]=2)[O:7][C@H:8]([CH2:19][OH:20])[C@@H:9]([OH:15])[C@H:10]([OH:11])[C@@H:5]1[OH:4]. (3) The product is: [CH3:27][O:26][C:24]([C:23]1[C:22]([C:28]([O:30][CH3:31])=[O:29])=[C:39]([NH:38][CH:32]2[CH2:37][CH2:36][CH2:35][CH2:34][CH2:33]2)[O:19][C:18]=1[C:17]1[C:16]2[C:10]([CH:11]=[CH:12][CH:13]=[CH:14][CH:15]=2)=[C:9]([CH:20]=[O:21])[C:8]=1[Si:1]([C:4]([CH3:7])([CH3:6])[CH3:5])([CH3:3])[CH3:2])=[O:25]. Given the reactants [Si:1]([C:8]1[C:17]([CH:18]=[O:19])=[C:16]2[C:10](=[CH:11][CH:12]=[CH:13][CH:14]=[CH:15]2)[C:9]=1[CH:20]=[O:21])([C:4]([CH3:7])([CH3:6])[CH3:5])([CH3:3])[CH3:2].[C:22]([C:28]([O:30][CH3:31])=[O:29])#[C:23][C:24]([O:26][CH3:27])=[O:25].[CH:32]1([N+:38]#[C-:39])[CH2:37][CH2:36][CH2:35][CH2:34][CH2:33]1.CCCCCC, predict the reaction product. (4) Given the reactants [CH3:1][C:2]1[CH:3]=[C:4]2[C:9](=[CH:10][CH:11]=1)[N:8]=[C:7](Cl)[N:6]=[C:5]2Cl.[NH2:14][C:15]1[CH:22]=[CH:21][C:18]([CH2:19][NH2:20])=[CH:17][CH:16]=1.[F:23][C:24]1[CH:25]=[C:26]([CH:30]=[CH:31][C:32]=1[F:33])[C:27](Cl)=[O:28].[CH3:34][NH2:35], predict the reaction product. The product is: [F:23][C:24]1[CH:25]=[C:26]([CH:30]=[CH:31][C:32]=1[F:33])[C:27]([NH:14][C:15]1[CH:22]=[CH:21][C:18]([CH2:19][NH:20][C:5]2[C:4]3[C:9](=[CH:10][CH:11]=[C:2]([CH3:1])[CH:3]=3)[N:8]=[C:7]([NH:35][CH3:34])[N:6]=2)=[CH:17][CH:16]=1)=[O:28]. (5) Given the reactants [NH2:1][C:2]1[CH:3]=[C:4]([C:8]2[N:16]3[C:11]([C:12]([NH2:17])=[N:13][CH:14]=[N:15]3)=[C:10]([C:18]3[CH:19]=[CH:20][C:21]4[C:25]([CH:26]=3)=[N:24][N:23]([CH2:27][C:28]3[CH:33]=[CH:32][CH:31]=[CH:30][CH:29]=3)[CH:22]=4)[CH:9]=2)[CH:5]=[CH:6][CH:7]=1.[CH3:34][S:35](Cl)(=[O:37])=[O:36], predict the reaction product. The product is: [NH2:17][C:12]1[C:11]2=[C:10]([C:18]3[CH:19]=[CH:20][C:21]4[C:25]([CH:26]=3)=[N:24][N:23]([CH2:27][C:28]3[CH:33]=[CH:32][CH:31]=[CH:30][CH:29]=3)[CH:22]=4)[CH:9]=[C:8]([C:4]3[CH:3]=[C:2]([NH:1][S:35]([CH3:34])(=[O:37])=[O:36])[CH:7]=[CH:6][CH:5]=3)[N:16]2[N:15]=[CH:14][N:13]=1. (6) Given the reactants C1COCC1.[CH:6]1([C:9]2[C:10]([C:23]3[CH:28]=[CH:27][C:26]([F:29])=[CH:25][CH:24]=3)=[N:11][C:12]([O:19][CH:20]([CH3:22])[CH3:21])=[C:13]([CH:18]=2)[C:14](OC)=[O:15])[CH2:8][CH2:7]1.[H-].[Al+3].[Li+].[H-].[H-].[H-].[OH-].[Na+], predict the reaction product. The product is: [CH:6]1([C:9]2[C:10]([C:23]3[CH:28]=[CH:27][C:26]([F:29])=[CH:25][CH:24]=3)=[N:11][C:12]([O:19][CH:20]([CH3:22])[CH3:21])=[C:13]([CH:18]=2)[CH:14]=[O:15])[CH2:8][CH2:7]1. (7) Given the reactants [Al+3].[Cl-].[Cl-].[Cl-].[H-].[H-].[H-].[H-].[Li+].[Al+3].[CH2:11]([N:18]1[CH2:22][CH2:21][CH:20]([CH:23]([OH:33])[C:24]2[O:25][C:26]([S:29]([CH3:32])(=[O:31])=[O:30])=[CH:27][CH:28]=2)[C:19]1=O)[C:12]1[CH:17]=[CH:16][CH:15]=[CH:14][CH:13]=1.Cl, predict the reaction product. The product is: [CH2:11]([N:18]1[CH2:22][CH2:21][CH:20]([CH:23]([C:24]2[O:25][C:26]([S:29]([CH3:32])(=[O:31])=[O:30])=[CH:27][CH:28]=2)[OH:33])[CH2:19]1)[C:12]1[CH:17]=[CH:16][CH:15]=[CH:14][CH:13]=1. (8) Given the reactants [CH2:1]([O:3][C:4](=[O:16])[C:5]1[CH:10]=[C:9]([OH:11])[C:8]([NH2:12])=[CH:7][C:6]=1[N+:13]([O-:15])=[O:14])[CH3:2].[C:17](Cl)(=[O:24])[C:18]1[CH:23]=[CH:22][CH:21]=[CH:20][CH:19]=1, predict the reaction product. The product is: [CH2:1]([O:3][C:4](=[O:16])[C:5]1[CH:10]=[C:9]([OH:11])[C:8]([NH:12][C:17](=[O:24])[C:18]2[CH:23]=[CH:22][CH:21]=[CH:20][CH:19]=2)=[CH:7][C:6]=1[N+:13]([O-:15])=[O:14])[CH3:2].